Dataset: Full USPTO retrosynthesis dataset with 1.9M reactions from patents (1976-2016). Task: Predict the reactants needed to synthesize the given product. (1) Given the product [C:15]1([C:21]2([C:27]([CH:2]([C:3]([O:5][CH2:6][CH3:7])=[O:4])[C:1]([O:9][CH2:10][CH3:11])=[O:8])=[O:28])[CH2:22][CH2:23][O:24][CH2:25][CH2:26]2)[CH:16]=[CH:17][CH:18]=[CH:19][CH:20]=1, predict the reactants needed to synthesize it. The reactants are: [C:1]([O:9][CH2:10][CH3:11])(=[O:8])[CH2:2][C:3]([O:5][CH2:6][CH3:7])=[O:4].[Mg+2].[Cl-].[Cl-].[C:15]1([C:21]2([C:27](O)=[O:28])[CH2:26][CH2:25][O:24][CH2:23][CH2:22]2)[CH:20]=[CH:19][CH:18]=[CH:17][CH:16]=1.S(Cl)(Cl)=O. (2) Given the product [Br:15][C:13]1[CH:14]=[C:9]([O:5][CH2:4][CH2:3][O:2][CH3:1])[CH:10]=[N:11][CH:12]=1, predict the reactants needed to synthesize it. The reactants are: [CH3:1][O:2][CH2:3][CH2:4][OH:5].[H-].[Na+].Br[C:9]1[CH:10]=[N:11][CH:12]=[C:13]([Br:15])[CH:14]=1. (3) Given the product [CH3:1][O:2][C:3]1[C:8]([O:9][CH3:10])=[CH:7][N:6]=[C:5]([N:11]2[C:24](=[O:26])[NH:21][C:16]3[CH:17]=[CH:18][CH:19]=[CH:20][C:15]=3[S:12]2(=[O:14])=[O:13])[N:4]=1, predict the reactants needed to synthesize it. The reactants are: [CH3:1][O:2][C:3]1[C:8]([O:9][CH3:10])=[CH:7][N:6]=[C:5]([NH:11][S:12]([C:15]2[CH:20]=[CH:19][CH:18]=[CH:17][C:16]=2[N+:21]([O-])=O)(=[O:14])=[O:13])[N:4]=1.[C:24](O)(=[O:26])C.C(N1C=CN=C1)(N1C=CN=C1)=O.C(N(CC)CC)C. (4) Given the product [NH2:1][C@H:2]([C:10]([OH:12])=[O:11])[CH2:3][CH2:4][CH2:5][CH2:14][NH2:13], predict the reactants needed to synthesize it. The reactants are: [NH2:1][C@H:2]([C:10]([OH:12])=[O:11])[CH2:3][CH2:4][CH2:5]NC(=N)N.[NH2:13][C@H:14](C(O)=O)CCC(=O)N.N[C@H](C(O)=O)CCC(=O)O. (5) Given the product [CH2:1]([N:8]1[CH2:14][CH2:13][CH2:12][CH2:11][CH:10]([C:24]([O:25][CH3:26])=[O:27])[C:9]1=[O:15])[C:2]1[CH:7]=[CH:6][CH:5]=[CH:4][CH:3]=1, predict the reactants needed to synthesize it. The reactants are: [CH2:1]([N:8]1[CH2:14][CH2:13][CH2:12][CH2:11][CH2:10][C:9]1=[O:15])[C:2]1[CH:7]=[CH:6][CH:5]=[CH:4][CH:3]=1.[Li+].CC([N-]C(C)C)C.[C:24](=O)([O:27]C)[O:25][CH3:26]. (6) Given the product [CH3:23][O:22][C:20]([C:17]1[CH:18]=[CH:19][C:14]([O:13][CH2:12][CH2:11][N:5]2[C:6]3[C:7](=[O:9])[NH:25][C:24]([C:26]([O:28][CH2:29][CH3:30])=[O:27])=[N:1][C:2]=3[CH:3]=[N:4]2)=[CH:15][CH:16]=1)=[O:21], predict the reactants needed to synthesize it. The reactants are: [NH2:1][C:2]1[CH:3]=[N:4][N:5]([CH2:11][CH2:12][O:13][C:14]2[CH:19]=[CH:18][C:17]([C:20]([O:22][CH3:23])=[O:21])=[CH:16][CH:15]=2)[C:6]=1[C:7]([O:9]C)=O.[C:24]([C:26]([O:28][CH2:29][CH3:30])=[O:27])#[N:25].Cl.C(O)(=O)C. (7) Given the product [Br:24][CH2:8][C:4]1[CH:5]=[CH:6][CH:7]=[C:2]([Cl:1])[C:3]=1[C:9]([F:15])([F:16])[C:10]([O:12][CH2:13][CH3:14])=[O:11], predict the reactants needed to synthesize it. The reactants are: [Cl:1][C:2]1[CH:7]=[CH:6][CH:5]=[C:4]([CH3:8])[C:3]=1[C:9]([F:16])([F:15])[C:10]([O:12][CH2:13][CH3:14])=[O:11].C1C(=O)N([Br:24])C(=O)C1.C(OOC(=O)C1C=CC=CC=1)(=O)C1C=CC=CC=1. (8) The reactants are: [Cl:1][C:2]1[NH:10][C:9]2[C:8](=[O:11])[N:7]([CH2:12][CH2:13][CH2:14][CH2:15][C:16]([O:18]C)=[O:17])[C:6](=[O:20])[N:5]([CH2:21][CH2:22][CH2:23][CH2:24][CH3:25])[C:4]=2[N:3]=1.[Li+].[OH-].CO. Given the product [Cl:1][C:2]1[NH:10][C:9]2[C:8](=[O:11])[N:7]([CH2:12][CH2:13][CH2:14][CH2:15][C:16]([OH:18])=[O:17])[C:6](=[O:20])[N:5]([CH2:21][CH2:22][CH2:23][CH2:24][CH3:25])[C:4]=2[N:3]=1, predict the reactants needed to synthesize it.